This data is from Reaction yield outcomes from USPTO patents with 853,638 reactions. The task is: Predict the reaction yield, written as a fraction of the theoretical maximum amount of product (1.0 means a 100% yield; for example, 0.34 means a 34% yield). (1) The reactants are [Br:1][C:2]1[CH:3]=[CH:4][CH:5]=[C:6]2[C:11]=1[NH:10][C:9](=[O:12])[CH:8]=[CH:7]2.[C:13](=O)([O-])[O-].[K+].[K+].CI. The catalyst is CN(C)C=O. The product is [Br:1][C:2]1[CH:3]=[CH:4][CH:5]=[C:6]2[C:11]=1[N:10]=[C:9]([O:12][CH3:13])[CH:8]=[CH:7]2. The yield is 0.740. (2) The reactants are O(Br)[Na].BrBr.[OH-:6].[Na+].[C:8]([C@@H:11]1[CH2:14][C@H:13]([CH2:15][C:16]([O:18][C:19]([CH3:22])([CH3:21])[CH3:20])=[O:17])[C:12]1([CH3:24])[CH3:23])(=[O:10])C. The catalyst is O1CCOCC1.O. The product is [C:19]([O:18][C:16]([CH2:15][C@H:13]1[CH2:14][C@@H:11]([C:8]([OH:10])=[O:6])[C:12]1([CH3:24])[CH3:23])=[O:17])([CH3:22])([CH3:21])[CH3:20]. The yield is 0.900.